Dataset: Forward reaction prediction with 1.9M reactions from USPTO patents (1976-2016). Task: Predict the product of the given reaction. Given the reactants [I:1][C:2]1[CH:3]=[CH:4][C:5]2[N:6]([C:8]([CH3:12])=[C:9](N)[N:10]=2)[N:7]=1.[ClH:13].N([O-])=O.[Na+], predict the reaction product. The product is: [Cl:13][C:9]1[N:10]=[C:5]2[CH:4]=[CH:3][C:2]([I:1])=[N:7][N:6]2[C:8]=1[CH3:12].